Dataset: Reaction yield outcomes from USPTO patents with 853,638 reactions. Task: Predict the reaction yield, written as a fraction of the theoretical maximum amount of product (1.0 means a 100% yield; for example, 0.34 means a 34% yield). The reactants are [N:1]([C:4]([CH3:7])([CH3:6])[CH3:5])=[N+:2]=[N-:3].O=C1O[C@H]([C@H](CO)O)C([O-])=C1O.[Na+].[OH:21][CH2:22][CH2:23][CH2:24][N:25]([CH2:29][C:30]1[N:31]=[N:32][N:33]([CH2:35][CH2:36][CH2:37][CH2:38][C:39]([O:41][CH2:42][CH3:43])=[O:40])[CH:34]=1)[CH2:26][C:27]#[CH:28].O=C1O[C@H]([C@H](CO)O)C([O-])=C1O. The catalyst is O.C(O)(C)(C)C.[Cu]. The product is [C:4]([N:1]1[CH:28]=[C:27]([CH2:26][N:25]([CH2:29][C:30]2[N:31]=[N:32][N:33]([CH2:35][CH2:36][CH2:37][CH2:38][C:39]([O:41][CH2:42][CH3:43])=[O:40])[CH:34]=2)[CH2:24][CH2:23][CH2:22][OH:21])[N:3]=[N:2]1)([CH3:7])([CH3:6])[CH3:5]. The yield is 0.500.